From a dataset of Reaction yield outcomes from USPTO patents with 853,638 reactions. Predict the reaction yield, written as a fraction of the theoretical maximum amount of product (1.0 means a 100% yield; for example, 0.34 means a 34% yield). (1) The reactants are Cl.[Cl:2][C:3]1[C:4]([CH2:9][NH2:10])=[N:5][CH:6]=[CH:7][N:8]=1.[OH:11][C@H:12]1[CH2:17][CH2:16][C@H:15]([C:18](O)=[O:19])[CH2:14][CH2:13]1.ON1C2N=CC=CC=2N=N1.C(N(CC)CC)C. The catalyst is ClCCl. The product is [Cl:2][C:3]1[C:4]([CH2:9][NH:10][C:18]([C@H:15]2[CH2:16][CH2:17][C@H:12]([OH:11])[CH2:13][CH2:14]2)=[O:19])=[N:5][CH:6]=[CH:7][N:8]=1. The yield is 0.980. (2) The reactants are C([O:5][C:6](=[O:24])/[CH:7]=[CH:8]/[C:9]1[CH:10]=[N:11][C:12]2[NH:21][C:20](=[O:22])[C@H:19]3[N:15]([CH2:16][CH2:17][CH2:18]3)[CH2:14][C:13]=2[CH:23]=1)(C)(C)C.C(O)(C(F)(F)F)=O.C(Cl)[Cl:33]. The catalyst is CCOCC. The product is [ClH:33].[O:22]=[C:20]1[C@H:19]2[N:15]([CH2:16][CH2:17][CH2:18]2)[CH2:14][C:13]2[CH:23]=[C:9](/[CH:8]=[CH:7]/[C:6]([OH:24])=[O:5])[CH:10]=[N:11][C:12]=2[NH:21]1. The yield is 0.880.